Dataset: Forward reaction prediction with 1.9M reactions from USPTO patents (1976-2016). Task: Predict the product of the given reaction. (1) Given the reactants [CH3:1][C:2]1[CH2:3][C:4]2[C:9]([CH:10]=1)=[C:8]([C:11]1[CH:16]=[C:15]([C:17]([CH3:20])([CH3:19])[CH3:18])[CH:14]=[C:13]([C:21]([CH3:24])([CH3:23])[CH3:22])[CH:12]=1)[C:7]([CH3:25])=[CH:6][CH:5]=2.[Li:26]CCCC, predict the reaction product. The product is: [CH3:1][C:2]1[CH-:3][C:4]2[C:9]([CH:10]=1)=[C:8]([C:11]1[CH:12]=[C:13]([C:21]([CH3:22])([CH3:23])[CH3:24])[CH:14]=[C:15]([C:17]([CH3:20])([CH3:19])[CH3:18])[CH:16]=1)[C:7]([CH3:25])=[CH:6][CH:5]=2.[Li+:26]. (2) Given the reactants C[O:2][C:3]1[CH:27]=[CH:26][C:6]2[C:7]([CH2:20][CH2:21][CH2:22][CH2:23][CH2:24][OH:25])=[C:8]([C:12]3[CH:17]=[CH:16][C:15]([O:18]C)=[CH:14][CH:13]=3)[CH2:9][CH2:10][CH2:11][C:5]=2[CH:4]=1.C[S-].[Na+], predict the reaction product. The product is: [OH:25][CH2:24][CH2:23][CH2:22][CH2:21][CH2:20][C:7]1[C:6]2[CH:26]=[CH:27][C:3]([OH:2])=[CH:4][C:5]=2[CH2:11][CH2:10][CH2:9][C:8]=1[C:12]1[CH:13]=[CH:14][C:15]([OH:18])=[CH:16][CH:17]=1. (3) Given the reactants [O:1]1[CH2:6][CH2:5][CH2:4][CH2:3][CH:2]1[O:7][CH2:8][CH2:9][C:10]1[NH:11][C:12]2[C:17]([CH:18]=1)=[CH:16][C:15]([CH2:19][OH:20])=[CH:14][CH:13]=2.O, predict the reaction product. The product is: [O:1]1[CH2:6][CH2:5][CH2:4][CH2:3][CH:2]1[O:7][CH2:8][CH2:9][C:10]1[NH:11][C:12]2[C:17]([CH:18]=1)=[CH:16][C:15]([CH:19]=[O:20])=[CH:14][CH:13]=2. (4) Given the reactants [Cl:1][C:2]1[N:10]=[C:9]2[C:5]([NH:6][CH:7]=[N:8]2)=[C:4]([Cl:11])[N:3]=1.CC([O:15][C@H:16]1[CH:20]=[CH:19][C@@H:18](O)[CH2:17]1)=O.C1(P(C2C=CC=CC=2)C2C=CC=CC=2)C=CC=CC=1, predict the reaction product. The product is: [Cl:1][C:2]1[N:10]=[C:9]2[C:5]([N:6]=[CH:7][N:8]2[C@@H:19]2[CH2:20][C@H:16]([OH:15])[CH:17]=[CH:18]2)=[C:4]([Cl:11])[N:3]=1. (5) The product is: [F:1][C:2]1[CH:25]=[C:24]([S:26]([CH3:29])(=[O:28])=[O:27])[C:23]([F:30])=[CH:22][C:3]=1[O:4][C@H:5]1[CH2:10][CH2:9][CH2:8][N:7]([CH:11]2[CH2:16][CH2:15][N:14]([C:17]3[N:18]=[C:33]([C:32]([F:43])([F:42])[F:31])[O:20][N:19]=3)[CH2:13][CH2:12]2)[C:6]1=[O:21]. Given the reactants [F:1][C:2]1[CH:25]=[C:24]([S:26]([CH3:29])(=[O:28])=[O:27])[C:23]([F:30])=[CH:22][C:3]=1[O:4][C@H:5]1[CH2:10][CH2:9][CH2:8][N:7]([CH:11]2[CH2:16][CH2:15][N:14](/[C:17](=[N:19]/[OH:20])/[NH2:18])[CH2:13][CH2:12]2)[C:6]1=[O:21].[F:31][C:32]([F:43])([F:42])[C:33](O[C:33](=O)[C:32]([F:43])([F:42])[F:31])=O.C(OCC)(=O)C.C([O-])([O-])=O.[Na+].[Na+], predict the reaction product. (6) Given the reactants [Cl:1][C:2]1[CH:27]=[CH:26][C:5]([C:6]([NH:8][CH:9]([C:20]2[CH:25]=[CH:24][CH:23]=[CH:22][CH:21]=2)[CH2:10][CH2:11][NH:12]C(=O)OC(C)(C)C)=[O:7])=[CH:4][C:3]=1[NH:28][C:29]([C:31]1[C:51](=[O:52])[NH:50][C:34]2[N:35]=[C:36]([NH:39][CH2:40][CH2:41][CH2:42][N:43]3[CH2:48][CH2:47][N:46]([CH3:49])[CH2:45][CH2:44]3)[N:37]=[CH:38][C:33]=2[CH:32]=1)=[O:30].O1CCOCC1.Cl.[OH-].[Na+], predict the reaction product. The product is: [NH2:12][CH2:11][CH2:10][CH:9]([NH:8][C:6]([C:5]1[CH:26]=[CH:27][C:2]([Cl:1])=[C:3]([NH:28][C:29]([C:31]2[C:51](=[O:52])[NH:50][C:34]3[N:35]=[C:36]([NH:39][CH2:40][CH2:41][CH2:42][N:43]4[CH2:44][CH2:45][N:46]([CH3:49])[CH2:47][CH2:48]4)[N:37]=[CH:38][C:33]=3[CH:32]=2)=[O:30])[CH:4]=1)=[O:7])[C:20]1[CH:21]=[CH:22][CH:23]=[CH:24][CH:25]=1. (7) The product is: [Cl:1][C:2]1[CH:3]=[CH:4][C:5]2[S:9][CH:8]=[C:7]([CH2:10][N:11]3[C:19]4[C:14](=[CH:15][CH:16]=[CH:17][CH:18]=4)[C:13](=[N:28][C:27]4[CH:29]=[CH:30][CH:31]=[C:25]([C:24]([F:23])([F:32])[F:33])[CH:26]=4)[C:12]3=[O:21])[C:6]=2[CH:22]=1. Given the reactants [Cl:1][C:2]1[CH:3]=[CH:4][C:5]2[S:9][CH:8]=[C:7]([CH2:10][N:11]3[C:19]4[C:14](=[CH:15][CH:16]=[CH:17][CH:18]=4)[C:13](=O)[C:12]3=[O:21])[C:6]=2[CH:22]=1.[F:23][C:24]([F:33])([F:32])[C:25]1[CH:26]=[C:27]([CH:29]=[CH:30][CH:31]=1)[NH2:28], predict the reaction product. (8) The product is: [Cl:1][C:2]1[CH:11]=[CH:10][C:5]([C:6]([NH:8][NH:9][C:13]([NH:12][CH2:15][C:16]([O:18][CH2:19][CH3:20])=[O:17])=[O:14])=[O:7])=[CH:4][CH:3]=1. Given the reactants [Cl:1][C:2]1[CH:11]=[CH:10][C:5]([C:6]([NH:8][NH2:9])=[O:7])=[CH:4][CH:3]=1.[N:12]([CH2:15][C:16]([O:18][CH2:19][CH3:20])=[O:17])=[C:13]=[O:14], predict the reaction product. (9) Given the reactants [N:1]1[N:2]([C:6]2[CH:23]=[CH:22][CH:21]=[CH:20][C:7]=2[C:8]([N:10]2[C@H:15]([CH3:16])[CH2:14][CH2:13][C@@H:12]([C:17]([NH2:19])=[O:18])[CH2:11]2)=[O:9])[N:3]=[CH:4][CH:5]=1.Br[CH2:25][C:26]([C:28]1[CH:33]=[CH:32][CH:31]=[CH:30][CH:29]=1)=O, predict the reaction product. The product is: [N:1]1[N:2]([C:6]2[CH:23]=[CH:22][CH:21]=[CH:20][C:7]=2[C:8]([N:10]2[CH2:11][C@H:12]([C:17]3[O:18][CH:25]=[C:26]([C:28]4[CH:33]=[CH:32][CH:31]=[CH:30][CH:29]=4)[N:19]=3)[CH2:13][CH2:14][C@H:15]2[CH3:16])=[O:9])[N:3]=[CH:4][CH:5]=1.